Dataset: Full USPTO retrosynthesis dataset with 1.9M reactions from patents (1976-2016). Task: Predict the reactants needed to synthesize the given product. (1) Given the product [C:1]([C:4]1[C:5](=[O:19])[NH:6][C:7](=[O:18])[NH:8][CH:17]=1)#[C:2][CH3:3], predict the reactants needed to synthesize it. The reactants are: [C:1]([C:4]1[C:5](=[O:19])[NH:6][C:7](=[O:18])[N:8]([CH:17]=1)[C@@H]1O[C@H](CO)[C@@H](O)C1)#[C:2][CH3:3]. (2) Given the product [Br:10][C:11]1[CH:12]=[C:13]([CH:17]=[CH:18][C:19]=1[CH3:20])[C:14]([NH:34][C:31]1[CH:32]=[CH:33][C:28]([CH2:27][CH2:26][N:21]2[CH2:25][CH2:24][CH2:23][CH2:22]2)=[CH:29][CH:30]=1)=[O:16], predict the reactants needed to synthesize it. The reactants are: CCN(C(C)C)C(C)C.[Br:10][C:11]1[CH:12]=[C:13]([CH:17]=[CH:18][C:19]=1[CH3:20])[C:14]([OH:16])=O.[N:21]1([CH2:26][CH2:27][C:28]2[CH:33]=[CH:32][C:31]([NH2:34])=[CH:30][CH:29]=2)[CH2:25][CH2:24][CH2:23][CH2:22]1.F[P-](F)(F)(F)(F)F.N1(O[P+](N(C)C)(N(C)C)N(C)C)C2C=CC=CC=2N=N1. (3) Given the product [Br:19][C:16]1[CH:17]=[CH:18][C:13]([O:12][CH2:11][CH:10]2[C:9](=[O:28])[N:8]([CH:4]([CH:5]([CH3:7])[CH3:6])[C:3]([OH:2])=[O:29])[C:21](=[O:22])[NH:20]2)=[CH:14][CH:15]=1, predict the reactants needed to synthesize it. The reactants are: C[O:2][C:3](=[O:29])[CH:4]([NH:8][C:9](=[O:28])[CH:10]([NH:20][C:21](OC(C)(C)C)=[O:22])[CH2:11][O:12][C:13]1[CH:18]=[CH:17][C:16]([Br:19])=[CH:15][CH:14]=1)[CH:5]([CH3:7])[CH3:6].COC(=O)C(N1C(=O)C(COC2C=CC(Br)=CC=2)NC1=O)C(C)C. (4) Given the product [F:7][C:8]1[CH:9]=[CH:10][C:11]([CH:14]([CH2:19][CH:20]=[CH2:21])[CH2:15][NH:17][CH3:18])=[CH:12][CH:13]=1, predict the reactants needed to synthesize it. The reactants are: [H-].[Al+3].[Li+].[H-].[H-].[H-].[F:7][C:8]1[CH:13]=[CH:12][C:11]([CH:14]([CH2:19][CH:20]=[CH2:21])[C:15]([NH:17][CH3:18])=O)=[CH:10][CH:9]=1.O.[OH-].[Na+]. (5) Given the product [CH:1]([O:4][C:5](=[O:15])[CH:6]=[CH:7][C:8]1[CH:13]=[CH:12][C:11]([NH2:34])=[CH:10][CH:9]=1)([CH3:3])[CH3:2], predict the reactants needed to synthesize it. The reactants are: [CH:1]([O:4][C:5](=[O:15])[CH:6]=[CH:7][C:8]1[CH:13]=[CH:12][C:11](Br)=[CH:10][CH:9]=1)([CH3:3])[CH3:2].P(C(C)(C)C)(C(C)(C)C)C(C)(C)C.[Li+].C[Si]([N-:34][Si](C)(C)C)(C)C.Cl. (6) Given the product [Cl:46][C:45]1[CH:44]=[CH:43][C:26]([O:27][C:28]2[CH:29]=[CH:30][C:31]3[N:32]([CH:34]=[C:35]([NH:37][C:38]([CH:40]4[CH2:42][CH2:41]4)=[O:39])[N:36]=3)[N:33]=2)=[CH:25][C:24]=1[NH:23][C:8]([C:6]1[N:5]([CH3:11])[N:4]=[C:3]([CH2:1][CH3:2])[CH:7]=1)=[O:10], predict the reactants needed to synthesize it. The reactants are: [CH2:1]([C:3]1[CH:7]=[C:6]([C:8]([OH:10])=O)[N:5]([CH3:11])[N:4]=1)[CH3:2].CN(C)C=O.C(Cl)(=O)C(Cl)=O.[NH2:23][C:24]1[CH:25]=[C:26]([CH:43]=[CH:44][C:45]=1[Cl:46])[O:27][C:28]1[CH:29]=[CH:30][C:31]2[N:32]([CH:34]=[C:35]([NH:37][C:38]([CH:40]3[CH2:42][CH2:41]3)=[O:39])[N:36]=2)[N:33]=1. (7) Given the product [CH:12]1([NH:11][C:10]2[N:5]3[N:4]=[C:3]([C:17]4[CH:22]=[CH:21][C:20]([F:23])=[CH:19][CH:18]=4)[C:2]([C:29]4[CH:28]=[CH:27][N:26]=[C:25]([F:24])[CH:30]=4)=[C:6]3[CH:7]=[CH:8][CH:9]=2)[CH2:16][CH2:15][CH2:14][CH2:13]1, predict the reactants needed to synthesize it. The reactants are: Br[C:2]1[C:3]([C:17]2[CH:22]=[CH:21][C:20]([F:23])=[CH:19][CH:18]=2)=[N:4][N:5]2[C:10]([NH:11][CH:12]3[CH2:16][CH2:15][CH2:14][CH2:13]3)=[CH:9][CH:8]=[CH:7][C:6]=12.[F:24][C:25]1[CH:30]=[C:29](B(O)O)[CH:28]=[CH:27][N:26]=1.